Dataset: Full USPTO retrosynthesis dataset with 1.9M reactions from patents (1976-2016). Task: Predict the reactants needed to synthesize the given product. (1) The reactants are: C([O:3][C:4]([C:6]1[N:7]=[C:8]2[CH:13]=[C:12]([C:14]#[N:15])[CH:11]=[CH:10][N:9]2[CH:16]=1)=[O:5])C.[OH-].[Na+]. Given the product [C:14]([C:12]1[CH:11]=[CH:10][N:9]2[CH:16]=[C:6]([C:4]([OH:5])=[O:3])[N:7]=[C:8]2[CH:13]=1)#[N:15], predict the reactants needed to synthesize it. (2) Given the product [C:21]([CH2:23][C:24]1[CH:25]=[C:26]([NH:30][C:31]2[N:32]=[C:5]([C:7]3[CH:12]=[CH:11][N:10]=[C:9]([Cl:13])[CH:8]=3)[CH:4]=[CH:3][N:33]=2)[CH:27]=[CH:28][CH:29]=1)([OH:20])=[O:22], predict the reactants needed to synthesize it. The reactants are: CN(C)[CH:3]=[CH:4][C:5]([C:7]1[CH:12]=[CH:11][N:10]=[C:9]([Cl:13])[CH:8]=1)=O.N(O)=O.C([O:20][C:21]([CH2:23][C:24]1[CH:25]=[C:26]([NH:30][C:31]([NH2:33])=[NH:32])[CH:27]=[CH:28][CH:29]=1)=[O:22])C.[OH-].[Li+]. (3) Given the product [C:29]([C:24]1[CH:25]=[CH:26][CH:27]=[CH:28][C:23]=1[C:20]1[CH:19]=[CH:18][C:17]([CH:15]([CH:5]([C:4](=[O:3])[CH2:11][CH2:12][CH3:13])[C:6]([O:8][CH2:9][CH3:10])=[O:7])[CH3:16])=[CH:22][CH:21]=1)#[N:30], predict the reactants needed to synthesize it. The reactants are: [H-].[Na+].[O:3]=[C:4]([CH2:11][CH2:12][CH3:13])[CH2:5][C:6]([O:8][CH2:9][CH3:10])=[O:7].Br[CH:15]([C:17]1[CH:22]=[CH:21][C:20]([C:23]2[C:24]([C:29]#[N:30])=[CH:25][CH:26]=[CH:27][CH:28]=2)=[CH:19][CH:18]=1)[CH3:16].Cl.